From a dataset of Full USPTO retrosynthesis dataset with 1.9M reactions from patents (1976-2016). Predict the reactants needed to synthesize the given product. (1) Given the product [CH3:14][C:11]1[CH:12]=[C:13]2[C:8](=[CH:9][CH:10]=1)[O:7][CH2:6][CH2:5][CH:4]2[NH2:3], predict the reactants needed to synthesize it. The reactants are: CO[N:3]=[C:4]1[C:13]2[C:8](=[CH:9][CH:10]=[C:11]([CH3:14])[CH:12]=2)[O:7][CH2:6][CH2:5]1. (2) Given the product [C:1]1([C:7]23[CH2:15][CH:11]4[CH2:12][CH:13]([CH2:14]2)[C:9]([NH2:21])([CH2:10]4)[CH2:8]3)[CH:6]=[CH:5][CH:4]=[CH:3][CH:2]=1, predict the reactants needed to synthesize it. The reactants are: [C:1]1([C:7]23[CH2:15][CH:11]4[CH2:12][CH:13]([CH2:14]2)[C:9](C(O)=O)([CH2:10]4)[CH2:8]3)[CH:6]=[CH:5][CH:4]=[CH:3][CH:2]=1.C([N:21](CC)CC)C.C1(P(N=[N+]=[N-])(C2C=CC=CC=2)=O)C=CC=CC=1.[OH-].[K+].Cl.